This data is from Catalyst prediction with 721,799 reactions and 888 catalyst types from USPTO. The task is: Predict which catalyst facilitates the given reaction. (1) Reactant: [Br:1][C:2]1[CH:3]=[C:4]([Cl:26])[C:5]([C:8](=[N:23][O:24][CH3:25])[CH2:9][NH:10][C:11](=O)[C:12]2[CH:17]=[CH:16][CH:15]=[CH:14][C:13]=2[C:18]([F:21])([F:20])[F:19])=[N:6][CH:7]=1.COC1C=CC(P2(SP(C3C=CC(OC)=CC=3)(=S)S2)=[S:36])=CC=1.[OH-].[Na+]. Product: [Br:1][C:2]1[CH:3]=[C:4]([Cl:26])[C:5]([C:8](=[N:23][O:24][CH3:25])[CH2:9][NH:10][C:11](=[S:36])[C:12]2[CH:17]=[CH:16][CH:15]=[CH:14][C:13]=2[C:18]([F:21])([F:20])[F:19])=[N:6][CH:7]=1. The catalyst class is: 12. (2) Reactant: CC(OI1(OC(C)=O)(OC(C)=O)OC(=O)C2C=CC=CC1=2)=O.[OH:23][C@@H:24]1[C@H:28]2[N:29]([C:34]([O:36][CH2:37][CH:38]3[C:50]4[CH:49]=[CH:48][CH:47]=[CH:46][C:45]=4[C:44]4[C:39]3=[CH:40][CH:41]=[CH:42][CH:43]=4)=[O:35])[CH2:30][C@H:31]([S:32][CH3:33])[C@H:27]2[O:26][CH2:25]1. Product: [CH3:33][S:32][C@H:31]1[CH2:30][N:29]([C:34]([O:36][CH2:37][CH:38]2[C:39]3[CH:40]=[CH:41][CH:42]=[CH:43][C:44]=3[C:45]3[C:50]2=[CH:49][CH:48]=[CH:47][CH:46]=3)=[O:35])[C@@H:28]2[C:24](=[O:23])[CH2:25][O:26][C@H:27]12. The catalyst class is: 4. (3) Reactant: [Cl:1][C:2]1[NH:7][C:6]2=[N:8][CH:9]=[CH:10][C:5]2=[C:4]([C:11]2[O:12][CH:13]=[CH:14][CH:15]=2)[N:3]=1.[H-].[Na+].[F:18][C:19]1[CH:26]=[CH:25][CH:24]=[CH:23][C:20]=1[CH2:21]Br. Product: [Cl:1][C:2]1[N:3]=[C:4]([C:11]2[O:12][CH:13]=[CH:14][CH:15]=2)[C:5]2[CH:10]=[CH:9][N:8]([CH2:21][C:20]3[CH:23]=[CH:24][CH:25]=[CH:26][C:19]=3[F:18])[C:6]=2[N:7]=1. The catalyst class is: 3. (4) Reactant: [OH:1][CH2:2][C:3]1[C:11]([S:12]([CH3:15])(=[O:14])=[O:13])=[CH:10][C:9]2[N:8]3[CH2:16][CH2:17][N:18]([C:23]4[N:28]=[C:27]([C:29]([F:32])([F:31])[F:30])[C:26]([C:33]([O:35]CC)=[O:34])=[CH:25][N:24]=4)[CH:19]([CH:20]([CH3:22])[CH3:21])[C:7]3=[CH:6][C:5]=2[CH:4]=1.[OH-].[Na+].Cl. Product: [OH:1][CH2:2][C:3]1[C:11]([S:12]([CH3:15])(=[O:14])=[O:13])=[CH:10][C:9]2[N:8]3[CH2:16][CH2:17][N:18]([C:23]4[N:28]=[C:27]([C:29]([F:31])([F:30])[F:32])[C:26]([C:33]([OH:35])=[O:34])=[CH:25][N:24]=4)[CH:19]([CH:20]([CH3:22])[CH3:21])[C:7]3=[CH:6][C:5]=2[CH:4]=1. The catalyst class is: 1. (5) Reactant: Br[C:2]1[CH:24]=[C:23]([C:25]#[N:26])[CH:22]=[CH:21][C:3]=1[O:4][CH2:5][C:6]([N:8]([CH:18]([CH3:20])[CH3:19])[NH:9][C:10](=[O:17])[C:11]1[CH:16]=[CH:15][CH:14]=[CH:13][CH:12]=1)=[O:7].C([O-])([O-])=O.[Na+].[Na+].[CH2:33]([C:35]1[CH:40]=[CH:39][CH:38]=[CH:37][C:36]=1B(O)O)[CH3:34]. Product: [C:25]([C:23]1[CH:22]=[CH:21][C:3]([O:4][CH2:5][C:6]([N:8]([CH:18]([CH3:20])[CH3:19])[NH:9][C:10](=[O:17])[C:11]2[CH:16]=[CH:15][CH:14]=[CH:13][CH:12]=2)=[O:7])=[C:2]([C:36]2[CH:37]=[CH:38][CH:39]=[CH:40][C:35]=2[CH2:33][CH3:34])[CH:24]=1)#[N:26]. The catalyst class is: 57. (6) Reactant: [C:9](O[C:9]([O:11][C:12]([CH3:15])([CH3:14])[CH3:13])=[O:10])([O:11][C:12]([CH3:15])([CH3:14])[CH3:13])=[O:10].Cl.[NH:17]1[CH2:21][CH2:20][C@@H:19]([OH:22])[CH2:18]1.C(N(CC)CC)C. Product: [C:9]([N:17]1[CH2:21][CH2:20][C@@H:19]([OH:22])[CH2:18]1)([O:11][C:12]([CH3:13])([CH3:14])[CH3:15])=[O:10]. The catalyst class is: 5.